From a dataset of Forward reaction prediction with 1.9M reactions from USPTO patents (1976-2016). Predict the product of the given reaction. Given the reactants [CH3:1][O:2][CH:3]([C:6]1[CH:7]=[C:8]2[C:13](=[CH:14][C:15]=1[C:16]([F:19])([F:18])[F:17])[NH:12][C:11](=[O:20])[N:10]([NH:21][S:22]([CH3:25])(=[O:24])=[O:23])[C:9]2=[O:26])[CH2:4][CH3:5].Cl[C:28]([O:30][CH2:31][CH2:32][CH2:33][CH2:34][CH2:35][CH3:36])=[O:29], predict the reaction product. The product is: [CH2:31]([O:30][C:28](=[O:29])[N:21]([S:22]([CH3:25])(=[O:23])=[O:24])[N:10]1[C:9](=[O:26])[C:8]2[C:13](=[CH:14][C:15]([C:16]([F:18])([F:17])[F:19])=[C:6]([CH:3]([O:2][CH3:1])[CH2:4][CH3:5])[CH:7]=2)[NH:12][C:11]1=[O:20])[CH2:32][CH2:33][CH2:34][CH2:35][CH3:36].